Task: Regression/Classification. Given a drug SMILES string, predict its absorption, distribution, metabolism, or excretion properties. Task type varies by dataset: regression for continuous measurements (e.g., permeability, clearance, half-life) or binary classification for categorical outcomes (e.g., BBB penetration, CYP inhibition). Dataset: cyp3a4_veith.. Dataset: CYP3A4 inhibition data for predicting drug metabolism from PubChem BioAssay The compound is O=C(Nc1ccccc1)N1CCC2(CCNCC2)CC1. The result is 0 (non-inhibitor).